Dataset: Forward reaction prediction with 1.9M reactions from USPTO patents (1976-2016). Task: Predict the product of the given reaction. (1) Given the reactants [CH3:1][C:2]1([CH3:12])[O:6]B(O)[C:4]2[CH:8]=[CH:9][CH:10]=[CH:11][C:3]1=2.Br[C:14]1[CH:34]=[CH:33][C:17]2[NH:18][C:19]([CH2:21][O:22][C:23]3[CH:28]=[CH:27][C:26]([C:29]([F:32])([F:31])[F:30])=[CH:25][CH:24]=3)=[N:20][C:16]=2[CH:15]=1.C(Cl)Cl, predict the reaction product. The product is: [F:32][C:29]([F:30])([F:31])[C:26]1[CH:27]=[CH:28][C:23]([O:22][CH2:21][C:19]2[NH:18][C:17]3[CH:33]=[CH:34][C:14]([C:4]4[CH:8]=[CH:9][CH:10]=[CH:11][C:3]=4[C:2]([OH:6])([CH3:12])[CH3:1])=[CH:15][C:16]=3[N:20]=2)=[CH:24][CH:25]=1. (2) Given the reactants Cl.[CH2:2]([O:4][C:5](=[O:25])[CH2:6][O:7][C:8]1[CH:13]=[C:12]([C:14](=[O:22])[NH:15][CH:16]2[CH2:21][CH2:20][NH:19][CH2:18][CH2:17]2)[CH:11]=[C:10]([O:23][CH3:24])[CH:9]=1)[CH3:3].[CH2:26]([O:28][C:29]1[CH:34]=[C:33]([CH:35]=O)[CH:32]=[C:31]([O:37][CH2:38][CH3:39])[C:30]=1[C:40]1[CH:45]=[CH:44][C:43]([F:46])=[CH:42][CH:41]=1)[CH3:27].C([BH3-])#N.[Na+].C(N(C(C)C)C(C)C)C, predict the reaction product. The product is: [CH2:2]([O:4][C:5](=[O:25])[CH2:6][O:7][C:8]1[CH:9]=[C:10]([O:23][CH3:24])[CH:11]=[C:12]([C:14](=[O:22])[NH:15][CH:16]2[CH2:17][CH2:18][N:19]([CH2:35][C:33]3[CH:32]=[C:31]([O:37][CH2:38][CH3:39])[C:30]([C:40]4[CH:45]=[CH:44][C:43]([F:46])=[CH:42][CH:41]=4)=[C:29]([O:28][CH2:26][CH3:27])[CH:34]=3)[CH2:20][CH2:21]2)[CH:13]=1)[CH3:3]. (3) Given the reactants N1C=CN=C1.[C:6]([Si:10](Cl)([C:17]1[CH:22]=[CH:21][CH:20]=[CH:19][CH:18]=1)[C:11]1[CH:16]=[CH:15][CH:14]=[CH:13][CH:12]=1)([CH3:9])([CH3:8])[CH3:7].[Cl:24][CH2:25][C:26]#[C:27][CH2:28][OH:29], predict the reaction product. The product is: [C:6]([Si:10]([O:29][CH2:28][C:27]#[C:26][CH2:25][Cl:24])([C:17]1[CH:22]=[CH:21][CH:20]=[CH:19][CH:18]=1)[C:11]1[CH:16]=[CH:15][CH:14]=[CH:13][CH:12]=1)([CH3:9])([CH3:8])[CH3:7]. (4) Given the reactants [O:1]=[C:2]1[CH2:7][CH2:6][CH:5]([CH:8]=[O:9])[CH2:4][CH2:3]1.[CH2:10](O)[CH2:11][OH:12], predict the reaction product. The product is: [O:9]1[CH2:10][CH2:11][O:12][CH:8]1[CH:5]1[CH2:6][CH2:7][C:2](=[O:1])[CH2:3][CH2:4]1. (5) The product is: [F:17][C:18]1[C:23]([N:24]2[CH2:30][CH2:29][CH2:28][O:27][CH2:26][CH2:25]2)=[CH:22][C:21]2[NH:31][C:15]([C:5]3[C:4]([N+:1]([O-:3])=[O:2])=[CH:8][N:7]([CH:9]4[CH2:14][CH2:13][CH2:12][CH2:11][O:10]4)[N:6]=3)=[N:32][C:20]=2[CH:19]=1. Given the reactants [N+:1]([C:4]1[C:5]([CH:15]=O)=[N:6][N:7]([CH:9]2[CH2:14][CH2:13][CH2:12][CH2:11][O:10]2)[CH:8]=1)([O-:3])=[O:2].[F:17][C:18]1[CH:19]=[C:20]([NH2:32])[C:21]([NH2:31])=[CH:22][C:23]=1[N:24]1[CH2:30][CH2:29][CH2:28][O:27][CH2:26][CH2:25]1, predict the reaction product.